This data is from Forward reaction prediction with 1.9M reactions from USPTO patents (1976-2016). The task is: Predict the product of the given reaction. (1) The product is: [Cl:1][C:2]1[CH:7]=[C:6]([Cl:8])[CH:5]=[CH:4][C:3]=1[S:9]([NH:12][CH2:13][CH2:14][CH2:15][CH2:16][N:17]([CH2:35][C@@H:36]([NH:41][C:70]([NH:69][C:63]1[CH:68]=[CH:67][CH:66]=[CH:65][CH:64]=1)=[O:71])[CH2:37][CH:38]([CH3:39])[CH3:40])[C:18](=[O:34])[O:19][CH2:20][CH:21]1[C:33]2[CH:32]=[CH:31][CH:30]=[CH:29][C:28]=2[C:27]2[C:22]1=[CH:23][CH:24]=[CH:25][CH:26]=2)(=[O:11])=[O:10]. Given the reactants [Cl:1][C:2]1[CH:7]=[C:6]([Cl:8])[CH:5]=[CH:4][C:3]=1[S:9]([NH:12][CH2:13][CH2:14][CH2:15][CH2:16][N:17]([CH2:35][C@@H:36]([NH:41]C(OC(C)(C)C)=O)[CH2:37][CH:38]([CH3:40])[CH3:39])[C:18](=[O:34])[O:19][CH2:20][CH:21]1[C:33]2[CH:32]=[CH:31][CH:30]=[CH:29][C:28]=2[C:27]2[C:22]1=[CH:23][CH:24]=[CH:25][CH:26]=2)(=[O:11])=[O:10].C(O)(C(F)(F)F)=O.C(N(CC)CC)C.[C:63]1([N:69]=[C:70]=[O:71])[CH:68]=[CH:67][CH:66]=[CH:65][CH:64]=1, predict the reaction product. (2) Given the reactants C([O:8][C:9]([C:18]1[N:23]=[CH:22][C:21]([N:24]2[CH2:29][CH2:28][N:27]([C:30](=[O:49])[CH2:31][N:32]3[C:36](=[O:37])[C:35]([C:39]4[CH:40]=[CH:41][C:42]5[O:46][CH2:45][CH2:44][C:43]=5[CH:47]=4)([CH3:38])[NH:34][C:33]3=[O:48])[CH2:26][CH2:25]2)=[C:20]([CH2:50][CH2:51][CH3:52])[CH:19]=1)([C:14]([F:17])([F:16])[F:15])[C:10]([F:13])([F:12])[F:11])C1C=CC=CC=1, predict the reaction product. The product is: [O:46]1[C:42]2[CH:41]=[CH:40][C:39]([C:35]3([CH3:38])[NH:34][C:33](=[O:48])[N:32]([CH2:31][C:30]([N:27]4[CH2:26][CH2:25][N:24]([C:21]5[CH:22]=[N:23][C:18]([C:9]([OH:8])([C:14]([F:15])([F:16])[F:17])[C:10]([F:11])([F:12])[F:13])=[CH:19][C:20]=5[CH2:50][CH2:51][CH3:52])[CH2:29][CH2:28]4)=[O:49])[C:36]3=[O:37])=[CH:47][C:43]=2[CH2:44][CH2:45]1. (3) Given the reactants [O:1]([C:8]1[CH:16]=[CH:15][C:11]([C:12]([NH2:14])=[S:13])=[CH:10][CH:9]=1)[C:2]1[CH:7]=[CH:6][CH:5]=[CH:4][CH:3]=1.[CH2:17]([O:19][C:20](=[O:26])[CH:21](Cl)[C:22](=O)[CH3:23])[CH3:18], predict the reaction product. The product is: [CH2:17]([O:19][C:20]([C:21]1[S:13][C:12]([C:11]2[CH:10]=[CH:9][C:8]([O:1][C:2]3[CH:3]=[CH:4][CH:5]=[CH:6][CH:7]=3)=[CH:16][CH:15]=2)=[N:14][C:22]=1[CH3:23])=[O:26])[CH3:18]. (4) Given the reactants C(O/[C:4](/[CH2:14][CH3:15])=[C:5](/[C:8]1[CH:13]=[CH:12][CH:11]=[CH:10][N:9]=1)\[C:6]#[N:7])C.O.[NH2:17][NH2:18], predict the reaction product. The product is: [CH2:14]([C:4]1[C:5]([C:8]2[CH:13]=[CH:12][CH:11]=[CH:10][N:9]=2)=[C:6]([NH2:7])[NH:18][N:17]=1)[CH3:15]. (5) Given the reactants [CH2:1]([N:8]1[CH2:13][CH2:12][N:11]([C:14]2[CH:19]=[CH:18][C:17]([N+:20]([O-])=O)=[CH:16][CH:15]=2)[CH2:10][CH2:9]1)[C:2]1[CH:7]=[CH:6][CH:5]=[CH:4][CH:3]=1.[Cl-].[Ca+2].[Cl-], predict the reaction product. The product is: [CH2:1]([N:8]1[CH2:9][CH2:10][N:11]([C:14]2[CH:15]=[CH:16][C:17]([NH2:20])=[CH:18][CH:19]=2)[CH2:12][CH2:13]1)[C:2]1[CH:3]=[CH:4][CH:5]=[CH:6][CH:7]=1. (6) Given the reactants I[C:2]1[CH:3]=[C:4]([CH:18]=[CH:19][C:20]=1[CH3:21])[C:5]([NH:7][C:8]1[CH:13]=[CH:12][CH:11]=[C:10]([C:14]([F:17])([F:16])[F:15])[CH:9]=1)=[O:6].C([O-])(=O)C.[K+].CC1(C)C(C)(C)OB(B2OC(C)(C)C(C)(C)O2)O1.C(Cl)Cl.C(=O)([O-])[O-].[K+].[K+].Br[C:55]1[N:60]=[C:59]([NH2:61])[CH:58]=[CH:57][CH:56]=1, predict the reaction product. The product is: [NH2:61][C:59]1[N:60]=[C:55]([C:2]2[CH:3]=[C:4]([CH:18]=[CH:19][C:20]=2[CH3:21])[C:5]([NH:7][C:8]2[CH:13]=[CH:12][CH:11]=[C:10]([C:14]([F:17])([F:16])[F:15])[CH:9]=2)=[O:6])[CH:56]=[CH:57][CH:58]=1. (7) The product is: [CH2:21]([CH:17]1[C:13]2=[N:14][CH:15]=[CH:16][N:11]=[C:12]2[CH:20]=[CH:19][N:18]1[C:2]([O:4][C:5]1[CH:10]=[CH:9][CH:8]=[CH:7][CH:6]=1)=[O:3])[CH3:22]. Given the reactants Cl[C:2]([O:4][C:5]1[CH:10]=[CH:9][CH:8]=[CH:7][CH:6]=1)=[O:3].[N:11]1[CH:16]=[CH:15][N:14]=[C:13]2[CH:17]=[N:18][CH:19]=[CH:20][C:12]=12.[CH2:21]([Mg]Br)[CH3:22].O, predict the reaction product.